Dataset: Full USPTO retrosynthesis dataset with 1.9M reactions from patents (1976-2016). Task: Predict the reactants needed to synthesize the given product. (1) Given the product [C:53]([NH:57][S:58]([C:61]1[CH:66]=[CH:65][C:64]([C:8]2[C:9]([Cl:25])=[CH:10][C:11]([NH:18][C:19]3[N:23]=[C:22]([NH2:24])[NH:21][N:20]=3)=[CH:12][C:13]=2[C:14]([F:17])([F:16])[F:15])=[CH:63][CH:62]=1)(=[O:60])=[O:59])([CH3:56])([CH3:54])[CH3:55], predict the reactants needed to synthesize it. The reactants are: C(=O)([O-])[O-].[Na+].[Na+].Br[C:8]1[C:13]([C:14]([F:17])([F:16])[F:15])=[CH:12][C:11]([NH:18][C:19]2[N:23]=[C:22]([NH2:24])[NH:21][N:20]=2)=[CH:10][C:9]=1[Cl:25].CN1C(C)(C)CC(SC2C=CC(B3OC(C)(C)C(C)(C)O3)=CC=2)CC1(C)C.[C:53]([NH:57][S:58]([C:61]1[CH:66]=[CH:65][C:64](B(O)O)=[CH:63][CH:62]=1)(=[O:60])=[O:59])([CH3:56])([CH3:55])[CH3:54]. (2) The reactants are: [Cl:1][C:2]1[C:7]([C:8]([OH:10])=O)=[CH:6][CH:5]=[CH:4][N:3]=1.[CH2:11]([O:18][C:19]1[CH:24]=[CH:23][C:22]([NH:25][NH2:26])=[CH:21][CH:20]=1)[C:12]1[CH:17]=[CH:16][CH:15]=[CH:14][CH:13]=1.C1C=CC2N(O)N=NC=2C=1.CCN=C=NCCCN(C)C.C(N(C(C)C)CC)(C)C. Given the product [CH2:11]([O:18][C:19]1[CH:20]=[CH:21][C:22]([NH:25][NH:26][C:8]([C:7]2[C:2]([Cl:1])=[N:3][CH:4]=[CH:5][CH:6]=2)=[O:10])=[CH:23][CH:24]=1)[C:12]1[CH:13]=[CH:14][CH:15]=[CH:16][CH:17]=1, predict the reactants needed to synthesize it.